From a dataset of Reaction yield outcomes from USPTO patents with 853,638 reactions. Predict the reaction yield, written as a fraction of the theoretical maximum amount of product (1.0 means a 100% yield; for example, 0.34 means a 34% yield). The reactants are [CH2:1]([N:3]1[C:11]2[C:6](=[CH:7][CH:8]=[C:9]([O:12][CH3:13])[CH:10]=2)[C:5]([C:14](=O)[CH3:15])=[CH:4]1)[CH3:2].C([N:19]1[C:27]2C(=CC=C(OC)C=2)C=C1)C.COC(OC)[N:33](C)C.O.NN. The catalyst is N1CCCC1. The product is [CH2:1]([N:3]1[C:11]2[C:6](=[CH:7][CH:8]=[C:9]([O:12][CH3:13])[CH:10]=2)[C:5]([C:14]2[NH:33][N:19]=[CH:27][CH:15]=2)=[CH:4]1)[CH3:2]. The yield is 0.540.